From a dataset of hERG Central: cardiac toxicity at 1µM, 10µM, and general inhibition. Predict hERG channel inhibition at various concentrations. (1) The compound is Br.CCCN(CCC)C1CCc2ccc(O)cc2C1. Results: hERG_inhib (hERG inhibition (general)): blocker. (2) The drug is O=C(N/N=C/c1cn(-c2ccccc2)nc1-c1cccnc1)c1ccccc1. Results: hERG_inhib (hERG inhibition (general)): blocker. (3) The drug is C=CCN(c1ccccc1)S(=O)(=O)c1cccc(C(=O)NCC(c2ccccc2OC)N2CCCC2)c1. Results: hERG_inhib (hERG inhibition (general)): blocker. (4) The drug is COc1ccc(S(=O)(=O)CCC(=O)N2CCN(c3ccc(F)cc3)CC2)cc1. Results: hERG_inhib (hERG inhibition (general)): blocker. (5) The compound is CCn1ccnc1CN(C)Cc1cn(-c2cc(C)ccc2C)nc1-c1ccccc1. Results: hERG_inhib (hERG inhibition (general)): blocker. (6) The molecule is Cc1cc(C(=O)CSc2cccc[n+]2[O-])c(C)n1-c1ccc(OC(F)F)cc1. Results: hERG_inhib (hERG inhibition (general)): blocker. (7) The molecule is Cc1ccc2c(c1)nnn2C1CCN(CC(=O)NCCc2ccccc2)CC1. Results: hERG_inhib (hERG inhibition (general)): blocker.